Dataset: Full USPTO retrosynthesis dataset with 1.9M reactions from patents (1976-2016). Task: Predict the reactants needed to synthesize the given product. (1) Given the product [CH3:20][C:19]1[C:14]([CH:10]2[CH2:11][CH2:12][CH2:13][CH:8]([C:3]3[C:2]([CH3:1])=[CH:7][CH:6]=[CH:5][N:4]=3)[N:9]2[CH2:21][C:22]2[CH:30]=[CH:29][C:25]([C:26]([NH:46][OH:47])=[O:28])=[CH:24][CH:23]=2)=[N:15][CH:16]=[CH:17][CH:18]=1, predict the reactants needed to synthesize it. The reactants are: [CH3:1][C:2]1[C:3]([CH:8]2[CH2:13][CH2:12][CH2:11][CH:10]([C:14]3[C:19]([CH3:20])=[CH:18][CH:17]=[CH:16][N:15]=3)[N:9]2[CH2:21][C:22]2[CH:30]=[CH:29][C:25]([C:26]([OH:28])=O)=[CH:24][CH:23]=2)=[N:4][CH:5]=[CH:6][CH:7]=1.C(Cl)(=O)C(Cl)=O.CCN(C(C)C)C(C)C.[NH2:46][OH:47].O. (2) Given the product [F:34][C:35]1([F:41])[CH2:40][CH2:39][N:38]([C:16]2[CH:15]=[C:14]([F:20])[C:13]3[O:12][C:11]4[C:6](=[CH:7][C:8]([C:29]5[C:24]([F:23])=[N:25][CH:26]=[CH:27][CH:28]=5)=[CH:9][CH:10]=4)[C@@:5]4([CH2:4][S:3][C:2]([NH2:1])=[N:22]4)[C:18]=3[CH:17]=2)[CH2:37][CH2:36]1, predict the reactants needed to synthesize it. The reactants are: [NH2:1][C:2]1[S:3][CH2:4][C@@:5]2([N:22]=1)[C:18]1[CH:17]=[C:16](O)[CH:15]=[C:14]([F:20])[C:13]=1[O:12][C:11]1[C:6]2=[CH:7][C:8](Br)=[CH:9][CH:10]=1.[F:23][C:24]1[C:29](B(O)O)=[CH:28][CH:27]=[CH:26][N:25]=1.Cl.[F:34][C:35]1([F:41])[CH2:40][CH2:39][NH:38][CH2:37][CH2:36]1. (3) Given the product [Cl:36][C:32]1[CH:31]=[C:30]([C:28]([NH:27][C:23]2[CH:22]=[C:21]([CH:16]([NH:15][C:10]3[C:9]4[C:14](=[C:5]([C:3]([NH2:46])=[O:4])[CH:6]=[CH:7][CH:8]=4)[N:13]=[CH:12][N:11]=3)[CH2:17][N:18]([CH3:20])[CH3:19])[CH:26]=[CH:25][CH:24]=2)=[O:29])[CH:35]=[CH:34][N:33]=1, predict the reactants needed to synthesize it. The reactants are: CO[C:3]([C:5]1[CH:6]=[CH:7][CH:8]=[C:9]2[C:14]=1[N:13]=[CH:12][N:11]=[C:10]2[NH:15][CH:16]([C:21]1[CH:26]=[CH:25][CH:24]=[C:23]([NH:27][C:28]([C:30]2[CH:35]=[CH:34][N:33]=[C:32]([Cl:36])[CH:31]=2)=[O:29])[CH:22]=1)[CH2:17][N:18]([CH3:20])[CH3:19])=[O:4].C1COCC1.CC(O)C.[NH4+:46].[OH-]. (4) Given the product [Si:30]([O:1][CH2:2][C@@H:3]([N:8]1[CH:17]=[CH:16][C:15]2[C:10](=[CH:11][CH:12]=[CH:13][C:14]=2[N+:18]([O-:20])=[O:19])[C:9]1=[O:21])[C:4]([O:6][CH3:7])=[O:5])([C:33]([CH3:36])([CH3:35])[CH3:34])([CH3:32])[CH3:31], predict the reactants needed to synthesize it. The reactants are: [OH:1][CH2:2][C@@H:3]([N:8]1[CH:17]=[CH:16][C:15]2[C:10](=[CH:11][CH:12]=[CH:13][C:14]=2[N+:18]([O-:20])=[O:19])[C:9]1=[O:21])[C:4]([O:6][CH3:7])=[O:5].C(Cl)Cl.N1C=CN=C1.[Si:30](Cl)([C:33]([CH3:36])([CH3:35])[CH3:34])([CH3:32])[CH3:31]. (5) Given the product [CH3:1][C:2]1[C:7]([CH:8]([CH2:13][CH2:14][CH3:15])[C:9]([OH:11])=[O:10])=[C:6]([C:16]2[CH:17]=[CH:18][CH:19]=[CH:20][CH:21]=2)[N:5]=[C:4](/[CH:22]=[CH:23]/[C:24]2[CH:29]=[CH:28][CH:27]=[CH:26][CH:25]=2)[N:3]=1, predict the reactants needed to synthesize it. The reactants are: [CH3:1][C:2]1[C:7]([CH:8]([CH2:13][CH2:14][CH3:15])[C:9]([O:11]C)=[O:10])=[C:6]([C:16]2[CH:21]=[CH:20][CH:19]=[CH:18][CH:17]=2)[N:5]=[C:4](/[CH:22]=[CH:23]/[C:24]2[CH:29]=[CH:28][CH:27]=[CH:26][CH:25]=2)[N:3]=1.[OH-].[Na+]. (6) Given the product [NH2:18][C:3]1[CH:4]=[C:5]([C:8]2[CH:13]=[CH:12][CH:11]=[C:10]([C:14]([O:16][CH3:17])=[O:15])[CH:9]=2)[CH:6]=[CH:7][C:2]=1[OH:1], predict the reactants needed to synthesize it. The reactants are: [OH:1][C:2]1[CH:7]=[CH:6][C:5]([C:8]2[CH:13]=[CH:12][CH:11]=[C:10]([C:14]([O:16][CH3:17])=[O:15])[CH:9]=2)=[CH:4][C:3]=1[N+:18]([O-])=O. (7) Given the product [CH3:16][C:17]1[C:23]([OH:24])=[N:14][C:13]([N:10]2[CH2:11][CH2:12][O:7][CH2:8][CH2:9]2)=[N:15][C:18]=1[OH:19], predict the reactants needed to synthesize it. The reactants are: C[O-].[Na+].CO.Br.[O:7]1[CH2:12][CH2:11][N:10]([C:13]([NH2:15])=[NH:14])[CH2:9][CH2:8]1.[CH3:16][CH:17]([C:23](OCC)=[O:24])[C:18](OCC)=[O:19]. (8) The reactants are: CC1(C)C(C)(C)OB([C:9]2[CH:14]=[CH:13][N:12]=[C:11]([NH:15][C:16](=[O:18])[CH3:17])[CH:10]=2)O1.Br[C:21]1[CH:22]=[C:23]([NH:27][C:28](=[O:35])[C:29]2[CH:34]=[CH:33][CH:32]=[CH:31][CH:30]=2)[CH:24]=[N:25][CH:26]=1.C(=O)([O-])[O-].[K+].[K+]. Given the product [C:16]([NH:15][C:11]1[CH:10]=[C:9]([C:21]2[CH:26]=[N:25][CH:24]=[C:23]([NH:27][C:28](=[O:35])[C:29]3[CH:30]=[CH:31][CH:32]=[CH:33][CH:34]=3)[CH:22]=2)[CH:14]=[CH:13][N:12]=1)(=[O:18])[CH3:17], predict the reactants needed to synthesize it.